Dataset: Full USPTO retrosynthesis dataset with 1.9M reactions from patents (1976-2016). Task: Predict the reactants needed to synthesize the given product. (1) Given the product [Cl:16][C:2]1[O:3][C:4]2[C:5](=[C:7]([C:11]([O:13][CH3:14])=[O:12])[CH:8]=[CH:9][CH:10]=2)[N:6]=1, predict the reactants needed to synthesize it. The reactants are: S=[C:2]1[NH:6][C:5]2=[C:7]([C:11]([O:13][CH3:14])=[O:12])[CH:8]=[CH:9][CH:10]=[C:4]2[O:3]1.P(Cl)(Cl)(Cl)(Cl)[Cl:16]. (2) Given the product [CH3:37][CH:36]([CH3:38])[CH2:35][C@H:34]([NH:39][C:40]([C:42]1[O:43][C:44]2[CH:50]=[CH:49][CH:48]=[CH:47][C:45]=2[CH:46]=1)=[O:41])[C:32](=[O:33])[NH:31][C@H:30]1[CH2:29][CH2:28][C@@H:27]([CH3:51])[N:26]([S:52]([C:55]2[CH:60]=[CH:59][CH:58]=[CH:57][N:56]=2)(=[O:53])=[O:54])[CH2:25][C:24]1=[O:23], predict the reactants needed to synthesize it. The reactants are: CC(OI1(OC(C)=O)(OC(C)=O)OC(=O)C2C=CC=CC1=2)=O.[OH:23][C@@H:24]1[C@@H:30]([NH:31][C:32]([C@@H:34]([NH:39][C:40]([C:42]2[O:43][C:44]3[CH:50]=[CH:49][CH:48]=[CH:47][C:45]=3[CH:46]=2)=[O:41])[CH2:35][CH:36]([CH3:38])[CH3:37])=[O:33])[CH2:29][CH2:28][C@@H:27]([CH3:51])[N:26]([S:52]([C:55]2[CH:60]=[CH:59][CH:58]=[CH:57][N:56]=2)(=[O:54])=[O:53])[CH2:25]1.O[C@H]1[C@H](NC([C@@H](NC(C2OC3C=CC=CC=3C=2)=O)CC(C)C)=O)CC[C@H](C)N(S(C2C=CC=CN=2)(=O)=O)C1. (3) Given the product [OH:8][C:9]1[CH:18]=[C:17]2[C:12]([CH:13]=[CH:14][C:15](=[O:19])[NH:16]2)=[C:11]([CH:20]([OH:35])[CH2:21][NH:22][C:23]([CH3:33])([CH3:34])[CH2:24][C:25]2[CH:26]=[CH:27][C:28]([O:31][CH3:32])=[CH:29][CH:30]=2)[CH:10]=1, predict the reactants needed to synthesize it. The reactants are: C([O:8][C:9]1[CH:18]=[C:17]2[C:12]([CH:13]=[CH:14][C:15](=[O:19])[NH:16]2)=[C:11]([CH:20]([OH:35])[CH2:21][NH:22][C:23]([CH3:34])([CH3:33])[CH2:24][C:25]2[CH:30]=[CH:29][C:28]([O:31][CH3:32])=[CH:27][CH:26]=2)[CH:10]=1)C1C=CC=CC=1. (4) The reactants are: [CH2:1]([O:3][C:4]([C:6]1[CH:7]=[N:8][C:9]2[C:14]([C:15]=1Cl)=[CH:13][C:12]([F:17])=[CH:11][C:10]=2[O:18][CH3:19])=[O:5])[CH3:2].[F:20][CH2:21][CH2:22][CH2:23][CH2:24][NH2:25]. Given the product [CH2:1]([O:3][C:4]([C:6]1[CH:7]=[N:8][C:9]2[C:14]([C:15]=1[NH:25][CH2:24][CH2:23][CH2:22][CH2:21][F:20])=[CH:13][C:12]([F:17])=[CH:11][C:10]=2[O:18][CH3:19])=[O:5])[CH3:2], predict the reactants needed to synthesize it. (5) Given the product [F:13][C:14]([F:36])([F:35])[C:15]1[C:20]([C:21]([O:23][CH3:24])=[O:22])=[C:19]([Si:38]([CH3:41])([CH3:40])[CH3:39])[C:18]([C:26]([O:28][CH3:29])=[O:27])=[C:17]([C:31]([F:34])([F:33])[F:32])[N:16]=1, predict the reactants needed to synthesize it. The reactants are: C([Li])CCC.C(NC(C)C)(C)C.[F:13][C:14]([F:36])([F:35])[C:15]1[C:20]([C:21]([O:23][CH2:24]C)=[O:22])=[CH:19][C:18]([C:26]([O:28][CH2:29]C)=[O:27])=[C:17]([C:31]([F:34])([F:33])[F:32])[N:16]=1.Cl[Si:38]([CH3:41])([CH3:40])[CH3:39]. (6) Given the product [ClH:30].[ClH:30].[ClH:30].[CH3:31][O:32][CH2:33][CH2:34][O:35][CH2:36][CH2:37][NH:38][CH2:28][C:25]1[CH2:24][CH2:23][NH:22][C:21]2[N:20]=[CH:19][N:18]=[C:17]([NH:16][C:4]3[CH:5]=[CH:6][C:7]([O:8][C:9]4[CH:10]=[N:11][C:12]([CH3:15])=[CH:13][CH:14]=4)=[C:2]([CH3:1])[CH:3]=3)[C:27]=2[CH:26]=1, predict the reactants needed to synthesize it. The reactants are: [CH3:1][C:2]1[CH:3]=[C:4]([NH:16][C:17]2[C:27]3[CH:26]=[C:25]([CH:28]=O)[CH2:24][CH2:23][NH:22][C:21]=3[N:20]=[CH:19][N:18]=2)[CH:5]=[CH:6][C:7]=1[O:8][C:9]1[CH:10]=[N:11][C:12]([CH3:15])=[CH:13][CH:14]=1.[ClH:30].[CH3:31][O:32][CH2:33][CH2:34][O:35][CH2:36][CH2:37][NH2:38].O1CCCC1.C(O[BH-](OC(=O)C)OC(=O)C)(=O)C.[Na+]. (7) Given the product [CH:1]1([N:4]2[C:8]3[C:9]([O:19][C@@H:20]([C@@H:22]4[CH2:23][C:24](=[O:27])[NH:25][CH2:26]4)[CH3:21])=[CH:10][C:11]([C:13]4[CH:18]=[C:17]5[C:16]([N:29]([CH3:28])[CH2:30][CH2:31][N:32]5[C:48]([O:50][C:51]([CH3:53])([CH3:52])[CH3:54])=[O:49])=[CH:15][CH:14]=4)=[CH:12][C:7]=3[N:6]=[CH:5]2)[CH2:2][CH2:3]1, predict the reactants needed to synthesize it. The reactants are: [CH:1]1([N:4]2[C:8]3[C:9]([O:19][C@@H:20]([C@H:22]4[CH2:26][NH:25][C:24](=[O:27])[CH2:23]4)[CH3:21])=[CH:10][C:11]([C:13]4[CH:18]=[CH:17][CH:16]=[CH:15][CH:14]=4)=[CH:12][C:7]=3[N:6]=[CH:5]2)[CH2:3][CH2:2]1.[CH3:28][N:29]1C2C(=CC(B3OC(C)(C)C(C)(C)O3)=CC=2)[N:32]([C:48]([O:50][C:51]([CH3:54])([CH3:53])[CH3:52])=[O:49])[CH2:31][CH2:30]1. (8) Given the product [CH3:29][O:28][C:25]1[CH:24]=[CH:23][C:22]([C:21]2[C:14]3[C:13]([O:12][CH2:11][C:10]([CH3:37])([CH3:36])[CH2:9][O:8][CH2:7][C:6]([OH:38])=[O:5])=[N:18][CH:17]=[N:16][C:15]=3[O:19][C:20]=2[C:30]2[CH:35]=[CH:34][CH:33]=[CH:32][CH:31]=2)=[CH:27][CH:26]=1, predict the reactants needed to synthesize it. The reactants are: C([O:5][C:6](=[O:38])[CH2:7][O:8][CH2:9][C:10]([CH3:37])([CH3:36])[CH2:11][O:12][C:13]1[C:14]2[C:21]([C:22]3[CH:27]=[CH:26][C:25]([O:28][CH3:29])=[CH:24][CH:23]=3)=[C:20]([C:30]3[CH:35]=[CH:34][CH:33]=[CH:32][CH:31]=3)[O:19][C:15]=2[N:16]=[CH:17][N:18]=1)(C)(C)C.FC(F)(F)C(O)=O.